The task is: Predict the reactants needed to synthesize the given product.. This data is from Full USPTO retrosynthesis dataset with 1.9M reactions from patents (1976-2016). (1) Given the product [CH3:37][O:36][C:33]1[CH:34]=[CH:35][C:30]([CH2:29][N:27]([CH3:28])[C:22]2[CH:21]=[C:20]3[C:25]([CH:26]=[C:17]([C:15]4[C:14]([F:41])=[CH:13][C:12]([F:42])=[C:11]([NH:10][C:8]([NH:7][C:1]5[CH:6]=[CH:5][CH:4]=[CH:3][CH:2]=5)=[O:9])[CH:16]=4)[C:18](=[O:40])[N:19]3[CH2:38][CH3:39])=[CH:24][N:23]=2)=[CH:31][CH:32]=1, predict the reactants needed to synthesize it. The reactants are: [C:1]1([N:7]=[C:8]=[O:9])[CH:6]=[CH:5][CH:4]=[CH:3][CH:2]=1.[NH2:10][C:11]1[C:12]([F:42])=[CH:13][C:14]([F:41])=[C:15]([C:17]2[C:18](=[O:40])[N:19]([CH2:38][CH3:39])[C:20]3[C:25]([CH:26]=2)=[CH:24][N:23]=[C:22]([N:27]([CH2:29][C:30]2[CH:35]=[CH:34][C:33]([O:36][CH3:37])=[CH:32][CH:31]=2)[CH3:28])[CH:21]=3)[CH:16]=1.N1C=CC=CC=1.C([O-])(O)=O.[Na+]. (2) Given the product [C:19]([NH:1][CH2:2][CH2:3][C:4]1[CH:11]=[CH:10][C:8]([OH:9])=[C:6]([OH:7])[CH:5]=1)([O:18][C:15]([CH3:17])([CH3:16])[CH3:14])=[O:20], predict the reactants needed to synthesize it. The reactants are: [NH2:1][CH2:2][CH2:3][C:4]1[CH:11]=[CH:10][C:8]([OH:9])=[C:6]([OH:7])[CH:5]=1.[OH-].[Na+].[CH3:14][C:15]([O:18][C:19](O[C:19]([O:18][C:15]([CH3:17])([CH3:16])[CH3:14])=[O:20])=[O:20])([CH3:17])[CH3:16]. (3) Given the product [OH:16][C@H:15]([CH2:17][NH:29][CH2:30][CH2:31][CH2:32][N:33]1[CH2:37][CH2:36][CH2:35][CH2:34]1)[CH2:14][O:13][C:12]1[CH:11]=[C:10]2[C:5]([C:6]([O:18][C:19]3[CH:20]=[C:21]4[C:25](=[CH:26][CH:27]=3)[NH:24][CH:23]=[C:22]4[CH3:28])=[N:7][CH:8]=[N:9]2)=[CH:4][C:3]=1[O:2][CH3:1], predict the reactants needed to synthesize it. The reactants are: [CH3:1][O:2][C:3]1[CH:4]=[C:5]2[C:10](=[CH:11][C:12]=1[O:13][CH2:14][C@H:15]1[CH2:17][O:16]1)[N:9]=[CH:8][N:7]=[C:6]2[O:18][C:19]1[CH:20]=[C:21]2[C:25](=[CH:26][CH:27]=1)[NH:24][CH:23]=[C:22]2[CH3:28].[NH2:29][CH2:30][CH2:31][CH2:32][N:33]1[CH2:37][CH2:36][CH2:35][CH2:34]1. (4) Given the product [C:52]([CH:37]([NH:36][C:34](=[O:35])[NH:33][CH:18]([CH2:19][CH2:20][C:21]([OH:23])=[O:22])[C:17]([OH:64])=[O:16])[CH2:38][CH2:39][CH2:40][CH2:41][NH:42][C:43](=[O:51])[C:44]1[CH:45]=[CH:46][C:47]([I:50])=[CH:48][CH:49]=1)([OH:54])=[O:53], predict the reactants needed to synthesize it. The reactants are: C1(OC)C=CC=CC=1.COC1C=CC(C[O:16][C:17](=[O:64])[CH:18]([NH:33][C:34]([NH:36][CH:37]([C:52]([O:54]CC2C=CC(OC)=CC=2)=[O:53])[CH2:38][CH2:39][CH2:40][CH2:41][NH:42][C:43](=[O:51])[C:44]2[CH:49]=[CH:48][C:47]([I:50])=[CH:46][CH:45]=2)=[O:35])[CH2:19][CH2:20][C:21]([O:23]CC2C=CC(OC)=CC=2)=[O:22])=CC=1. (5) Given the product [CH2:1]([O:8][C:9]1[CH:32]=[CH:31][C:12]([O:13][C:14]2[CH:19]=[CH:18][C:17]([C:20]3[NH:24][C:23]4[CH:25]=[C:26]([Br:29])[CH:27]=[CH:28][C:22]=4[N:21]=3)=[CH:16][C:15]=2[NH:30][C:46]2[C:35]3[CH:40]=[CH:39][C:38]([CH3:41])=[N:37][C:36]=3[N:42]=[CH:43][N:44]=2)=[CH:11][CH:10]=1)[C:2]1[CH:3]=[CH:4][CH:5]=[CH:6][CH:7]=1, predict the reactants needed to synthesize it. The reactants are: [CH2:1]([O:8][C:9]1[CH:32]=[CH:31][C:12]([O:13][C:14]2[CH:19]=[CH:18][C:17]([C:20]3[NH:24][C:23]4[CH:25]=[C:26]([Br:29])[CH:27]=[CH:28][C:22]=4[N:21]=3)=[CH:16][C:15]=2[NH2:30])=[CH:11][CH:10]=1)[C:2]1[CH:7]=[CH:6][CH:5]=[CH:4][CH:3]=1.C([C:35]1[C:36]([N:42]=[CH:43][N:44]([CH3:46])C)=[N:37][C:38]([CH3:41])=[CH:39][CH:40]=1)#N.